This data is from Forward reaction prediction with 1.9M reactions from USPTO patents (1976-2016). The task is: Predict the product of the given reaction. (1) Given the reactants [C:1]([O:7][CH2:8][CH3:9])(=[O:6])[CH2:2][C:3]([O-:5])=O.[K+].[Cl-].[Mg+2].[Cl-].[OH:14][C@@:15]([CH2:27][CH2:28][C:29]1[CH:34]=[CH:33][CH:32]=[CH:31][CH:30]=1)([CH2:24][CH2:25][CH3:26])[CH2:16]C(N1C=CN=C1)=O.Cl, predict the reaction product. The product is: [OH:14][C@@:15]([CH2:27][CH2:28][C:29]1[CH:30]=[CH:31][CH:32]=[CH:33][CH:34]=1)([CH2:24][CH2:25][CH3:26])[CH2:16][C:3](=[O:5])[CH2:2][C:1]([O:7][CH2:8][CH3:9])=[O:6]. (2) Given the reactants [C:1]([O:5][C:6]([NH:8][C:9]1[CH:13]=[CH:12][S:11][CH:10]=1)=[O:7])([CH3:4])([CH3:3])[CH3:2].CC([O-])=O.[Na+].[I:19]Cl, predict the reaction product. The product is: [I:19][C:10]1[S:11][CH:12]=[CH:13][C:9]=1[NH:8][C:6]([O:5][C:1]([CH3:4])([CH3:2])[CH3:3])=[O:7]. (3) Given the reactants [CH:1]1([NH:7][C:8]2[CH:17]=[C:16]3[C:11]([C:12](=[O:33])[N:13]([CH2:24][CH2:25][CH:26]([OH:32])[C:27]([O:29][CH2:30][CH3:31])=[O:28])[C:14](=[O:23])[N:15]3[CH:18]3[CH2:22][CH2:21][CH2:20][CH2:19]3)=[CH:10][C:9]=2[F:34])[CH2:6][CH2:5][CH2:4][CH2:3][CH2:2]1.I[CH3:36], predict the reaction product. The product is: [CH:1]1([NH:7][C:8]2[CH:17]=[C:16]3[C:11]([C:12](=[O:33])[N:13]([CH2:24][CH2:25][CH:26]([O:32][CH3:36])[C:27]([O:29][CH2:30][CH3:31])=[O:28])[C:14](=[O:23])[N:15]3[CH:18]3[CH2:22][CH2:21][CH2:20][CH2:19]3)=[CH:10][C:9]=2[F:34])[CH2:6][CH2:5][CH2:4][CH2:3][CH2:2]1. (4) Given the reactants [CH3:1][C@H:2]1[CH2:33][C:32]([CH3:34])=[CH:31][C@@H:30]([CH2:35][CH:36]=[CH2:37])[C:28](=[O:29])[CH2:27][C@H:26]([OH:38])[C@@H:25]([CH3:39])[C@@H:24](/[C:40](/[CH3:51])=[CH:41]/[C@H:42]2[CH2:47][C@@H:46]([O:48][CH3:49])[C@H:45]([OH:50])[CH2:44][CH2:43]2)[O:23][C:21](=[O:22])[C@H:20]2[N:15]([CH2:16][CH2:17][CH2:18][CH2:19]2)[C:13](=[O:14])[C:11](=[O:12])[C@:9]2([OH:52])[O:10][C@@H:5]([C@@H:6]([O:54][CH3:55])[CH2:7][C@H:8]2C)[C@@H:4]([O:56][CH3:57])[CH2:3]1.[C:58]1([O:68][CH2:69][C:70](Cl)=[O:71])([CH3:67])[CH2:63][CH2:62][CH:61]([CH:64]([CH3:66])[CH3:65])[CH2:60][CH2:59]1.N1C=CC=C[CH:74]=1, predict the reaction product. The product is: [CH2:35]([C:30]1([CH3:74])[CH:31]=[C:32]([CH3:34])[CH2:33][CH:2]([CH3:1])[CH2:3][CH:4]([O:56][CH3:57])[CH:5]2[O:10][C:9]([OH:52])([CH2:8][CH2:7][CH:6]2[O:54][CH3:55])[C:11](=[O:12])[C:13](=[O:14])[N:15]2[CH:20]([CH2:19][CH2:18][CH2:17][CH2:16]2)[C:21](=[O:22])[O:23][CH:24]([C:40]([CH3:51])=[CH:41][CH:42]2[CH2:43][CH2:44][CH:45]([O:50][C:70](=[O:71])[CH2:69][O:68][C:58]3([CH3:67])[CH2:63][CH2:62][CH:61]([CH:64]([CH3:66])[CH3:65])[CH2:60][CH2:59]3)[CH:46]([O:48][CH3:49])[CH2:47]2)[CH:25]([CH3:39])[CH:26]([OH:38])[CH2:27][C:28]1=[O:29])[CH:36]=[CH2:37]. (5) Given the reactants [CH2:1]([O:3][P:4]([C:9]1[CH:13]=[CH:12][S:11][CH:10]=1)([O:6][CH2:7][CH3:8])=[O:5])[CH3:2].[I:14]N1C(=O)CCC1=O.P([O-])([O-])(O)=O.[Na+].[Na+].P([O-])(O)(O)=O.[Na+], predict the reaction product. The product is: [I:14][C:12]1[S:11][CH:10]=[C:9]([P:4]([O:6][CH2:7][CH3:8])([O:3][CH2:1][CH3:2])=[O:5])[CH:13]=1. (6) Given the reactants [H][H].[CH3:3][C:4]([CH3:6])=O.[CH:7]1[CH:12]=[CH:11][CH:10]=[CH:9][CH:8]=1, predict the reaction product. The product is: [CH:4]([C:7]1[CH:12]=[CH:11][CH:10]=[CH:9][CH:8]=1)([CH3:6])[CH3:3]. (7) Given the reactants [OH:1][C:2]([CH3:35])([CH3:34])[CH2:3][C@@:4]1([C:28]2[CH:33]=[CH:32][CH:31]=[CH:30][CH:29]=2)[O:9][C:8](=[O:10])[N:7]([C@H:11]([C:13]2[CH:18]=[CH:17][C:16](B3OC(C)(C)C(C)(C)O3)=[CH:15][CH:14]=2)[CH3:12])[CH2:6][CH2:5]1.[F:36][CH2:37][CH2:38][N:39]1[CH:44]=[CH:43][C:42](I)=[CH:41][C:40]1=[O:46], predict the reaction product. The product is: [F:36][CH2:37][CH2:38][N:39]1[CH:44]=[CH:43][C:42]([C:16]2[CH:15]=[CH:14][C:13]([C@@H:11]([N:7]3[CH2:6][CH2:5][C@:4]([CH2:3][C:2]([OH:1])([CH3:34])[CH3:35])([C:28]4[CH:33]=[CH:32][CH:31]=[CH:30][CH:29]=4)[O:9][C:8]3=[O:10])[CH3:12])=[CH:18][CH:17]=2)=[CH:41][C:40]1=[O:46]. (8) Given the reactants Cl[C:2]1[N:7]=[C:6]([C:8]2[CH:17]=[CH:16][C:15]3[C:10](=[CH:11][CH:12]=[CH:13][CH:14]=3)[CH:9]=2)[CH:5]=[CH:4][N:3]=1.[C:18]([O:22][C:23]([NH:25][C@H:26]1[CH2:30][CH2:29][NH:28][CH2:27]1)=[O:24])([CH3:21])([CH3:20])[CH3:19].C(N(C(C)C)CC)(C)C.CCOC(C)=O, predict the reaction product. The product is: [CH:9]1[C:10]2[C:15](=[CH:14][CH:13]=[CH:12][CH:11]=2)[CH:16]=[CH:17][C:8]=1[C:6]1[CH:5]=[CH:4][N:3]=[C:2]([N:28]2[CH2:29][CH2:30][C@H:26]([NH:25][C:23](=[O:24])[O:22][C:18]([CH3:20])([CH3:19])[CH3:21])[CH2:27]2)[N:7]=1.